From a dataset of Forward reaction prediction with 1.9M reactions from USPTO patents (1976-2016). Predict the product of the given reaction. (1) Given the reactants [Cl:1][C:2]1[CH:7]=[CH:6][C:5]([C:8]2[N:9]=[C:10]3[N:14]([C:15]=2[CH2:16][OH:17])[CH:13]=[C:12]([CH:18]=[O:19])[S:11]3)=[CH:4][CH:3]=1.[Li].[H-].[Al+3].[H-].[H-], predict the reaction product. The product is: [Cl:1][C:2]1[CH:7]=[CH:6][C:5]([C:8]2[N:9]=[C:10]3[N:14]([C:15]=2[CH2:16][OH:17])[CH:13]=[C:12]([CH2:18][OH:19])[S:11]3)=[CH:4][CH:3]=1. (2) The product is: [OH:11][C:8]([C:5]1[CH:4]=[CH:3][C:2]([NH:1][C:17]2[N:18]=[CH:13][N:14]=[C:15]([C:19]3[CH:20]=[CH:21][C:22]([O:27][CH:28]4[CH2:29][CH2:30][O:31][CH2:32][CH2:33]4)=[C:23]([CH:26]=3)[C:24]#[N:25])[N:16]=2)=[CH:7][CH:6]=1)([CH3:9])[CH3:10]. Given the reactants [NH2:1][C:2]1[CH:7]=[CH:6][C:5]([C:8]([OH:11])([CH3:10])[CH3:9])=[CH:4][CH:3]=1.Cl[C:13]1[N:18]=[CH:17][N:16]=[C:15]([C:19]2[CH:20]=[CH:21][C:22]([O:27][CH:28]3[CH2:33][CH2:32][O:31][CH2:30][CH2:29]3)=[C:23]([CH:26]=2)[C:24]#[N:25])[N:14]=1.C(N(CC)C(C)C)(C)C, predict the reaction product. (3) Given the reactants [NH2:1][C:2]1[C:3]2[CH:14]=[CH:13][CH:12]=[CH:11][C:4]=2[S:5][C:6]=1C(OC)=O.N1CCNCC1, predict the reaction product. The product is: [NH2:1][C:2]1[C:3]2[CH:14]=[CH:13][CH:12]=[CH:11][C:4]=2[S:5][CH:6]=1. (4) Given the reactants [F:1][C:2]([F:15])([F:14])[CH:3]1[CH2:12][CH:11]2[CH2:13][CH:4]1[C:5]1[CH:10]2[CH2:9][CH2:8][CH2:7][CH:6]=1.[H][H], predict the reaction product. The product is: [F:1][C:2]([F:14])([F:15])[CH:3]1[CH2:12][CH:11]2[CH2:13][CH:4]1[CH:5]1[CH:10]2[CH2:9][CH2:8][CH2:7][CH2:6]1. (5) Given the reactants [H-].[Na+].[N+:3]([C:6]1[CH:11]=[CH:10][N:9]=[C:8]([NH2:12])[CH:7]=1)([O-:5])=[O:4].[Cl:13][C:14]1[N:19]=[C:18](Cl)[C:17]([Cl:21])=[CH:16][N:15]=1, predict the reaction product. The product is: [Cl:13][C:14]1[N:19]=[C:18]([NH:12][C:8]2[CH:7]=[C:6]([N+:3]([O-:5])=[O:4])[CH:11]=[CH:10][N:9]=2)[C:17]([Cl:21])=[CH:16][N:15]=1.